From a dataset of Choline transporter screen with 302,306 compounds. Binary Classification. Given a drug SMILES string, predict its activity (active/inactive) in a high-throughput screening assay against a specified biological target. (1) The drug is Clc1ncc(C(OCC(=O)N(C2CS(=O)(=O)CC2)C)=O)cc1. The result is 0 (inactive). (2) The compound is Clc1c2sc(N3CCN(CC3)C(=O)CCC)nc2c(OC)cc1. The result is 0 (inactive). (3) The compound is O1CCN(CC1)C(=O)Nc1ccc(C(C)C)cc1. The result is 0 (inactive). (4) The compound is O=C(NC(C)(C)C)c1cc(NC(=O)c2ccc(OC(=O)C)cc2)cc(NC(=O)c2ccc(OC(=O)C)cc2)c1. The result is 0 (inactive). (5) The molecule is Clc1cc(C2Nc3c4c(N2)cccc4ccc3)ccc1. The result is 0 (inactive). (6) The compound is BrC1(Br)C(C1)(C(=O)N1CCN(CC1)CC)C. The result is 0 (inactive). (7) The result is 0 (inactive). The molecule is O(C(=O)C1CCN(CC1)C(=O)COc1cc2oc(=O)cc(c2cc1)C)CC.